Predict the reactants needed to synthesize the given product. From a dataset of Retrosynthesis with 50K atom-mapped reactions and 10 reaction types from USPTO. (1) Given the product Cc1ncc(-c2cc(OCc3ccc(C#N)cn3)nc3c2CCC3)cn1, predict the reactants needed to synthesize it. The reactants are: Cc1ncc(-c2cc(Cl)nc3c2CCC3)cn1.N#Cc1ccc(CO)nc1. (2) Given the product CC(=O)Nc1ccc(C)c2c1C(=O)CCN2CCN, predict the reactants needed to synthesize it. The reactants are: CC(=O)Nc1ccc(C)c2c1C(=O)CCN2CC#N. (3) Given the product CN(C)CCCS(=O)(=O)N1CCN(C(=O)OC(C)(C)C)CC1, predict the reactants needed to synthesize it. The reactants are: CC(C)(C)OC(=O)N1CCN(S(=O)(=O)CCCCl)CC1.CNC. (4) Given the product CC(C(=O)O)C1(C)OCCO1, predict the reactants needed to synthesize it. The reactants are: CCOC(=O)C(C)C1(C)OCCO1.